Regression. Given two drug SMILES strings and cell line genomic features, predict the synergy score measuring deviation from expected non-interaction effect. From a dataset of NCI-60 drug combinations with 297,098 pairs across 59 cell lines. (1) Drug 1: C1CCC(CC1)NC(=O)N(CCCl)N=O. Drug 2: CC12CCC3C(C1CCC2OP(=O)(O)O)CCC4=C3C=CC(=C4)OC(=O)N(CCCl)CCCl.[Na+]. Cell line: NCI-H322M. Synergy scores: CSS=-2.06, Synergy_ZIP=-1.85, Synergy_Bliss=-7.55, Synergy_Loewe=-9.15, Synergy_HSA=-8.95. (2) Drug 1: CNC(=O)C1=CC=CC=C1SC2=CC3=C(C=C2)C(=NN3)C=CC4=CC=CC=N4. Drug 2: CC1OCC2C(O1)C(C(C(O2)OC3C4COC(=O)C4C(C5=CC6=C(C=C35)OCO6)C7=CC(=C(C(=C7)OC)O)OC)O)O. Cell line: OVCAR3. Synergy scores: CSS=30.8, Synergy_ZIP=-6.65, Synergy_Bliss=1.21, Synergy_Loewe=-4.97, Synergy_HSA=-1.42. (3) Synergy scores: CSS=3.45, Synergy_ZIP=0.323, Synergy_Bliss=4.09, Synergy_Loewe=3.12, Synergy_HSA=2.82. Drug 2: CC1=C(C=C(C=C1)NC(=O)C2=CC=C(C=C2)CN3CCN(CC3)C)NC4=NC=CC(=N4)C5=CN=CC=C5. Drug 1: CS(=O)(=O)C1=CC(=C(C=C1)C(=O)NC2=CC(=C(C=C2)Cl)C3=CC=CC=N3)Cl. Cell line: UACC62. (4) Cell line: DU-145. Synergy scores: CSS=24.7, Synergy_ZIP=-11.1, Synergy_Bliss=-10.4, Synergy_Loewe=-20.9, Synergy_HSA=-7.06. Drug 2: C1=NC2=C(N1)C(=S)N=CN2. Drug 1: CC(CN1CC(=O)NC(=O)C1)N2CC(=O)NC(=O)C2. (5) Drug 1: C1=CC(=CC=C1CCC2=CNC3=C2C(=O)NC(=N3)N)C(=O)NC(CCC(=O)O)C(=O)O. Drug 2: C(CC(=O)O)C(=O)CN.Cl. Cell line: OVCAR-5. Synergy scores: CSS=13.7, Synergy_ZIP=-7.61, Synergy_Bliss=-5.88, Synergy_Loewe=-22.2, Synergy_HSA=-2.83. (6) Drug 1: C1CN1C2=NC(=NC(=N2)N3CC3)N4CC4. Drug 2: CC(CN1CC(=O)NC(=O)C1)N2CC(=O)NC(=O)C2. Cell line: HCC-2998. Synergy scores: CSS=41.9, Synergy_ZIP=1.08, Synergy_Bliss=-0.694, Synergy_Loewe=-15.4, Synergy_HSA=-2.43.